This data is from Forward reaction prediction with 1.9M reactions from USPTO patents (1976-2016). The task is: Predict the product of the given reaction. (1) Given the reactants O.[NH2:2][NH2:3].Cl[C:5]1[N:6]=[N:7][C:8]([CH3:11])=[CH:9][CH:10]=1, predict the reaction product. The product is: [NH:2]([C:5]1[N:6]=[N:7][C:8]([CH3:11])=[CH:9][CH:10]=1)[NH2:3]. (2) Given the reactants [Cl:1][C:2]1[CH:7]=[CH:6][CH:5]=[C:4]([F:8])[C:3]=1[CH2:9][N:10]1[CH:14]=[CH:13][C:12]([NH:15]C(=O)C)=[N:11]1.[OH-].[Na+], predict the reaction product. The product is: [Cl:1][C:2]1[CH:7]=[CH:6][CH:5]=[C:4]([F:8])[C:3]=1[CH2:9][N:10]1[CH:14]=[CH:13][C:12]([NH2:15])=[N:11]1.